This data is from Full USPTO retrosynthesis dataset with 1.9M reactions from patents (1976-2016). The task is: Predict the reactants needed to synthesize the given product. (1) The reactants are: Cl.Cl.[N:3]12[CH2:11][CH2:10][CH:7]([CH2:8][CH2:9]1)[NH:6][CH2:5][CH2:4]2.[C:12]1([C:18]2[O:22][N:21]=[C:20]([C:23](O)=[O:24])[CH:19]=2)[CH:17]=[CH:16][CH:15]=[CH:14][CH:13]=1. Given the product [C:12]1([C:18]2[O:22][N:21]=[C:20]([C:23]([N:6]3[CH:7]4[CH2:10][CH2:11][N:3]([CH2:9][CH2:8]4)[CH2:4][CH2:5]3)=[O:24])[CH:19]=2)[CH:13]=[CH:14][CH:15]=[CH:16][CH:17]=1, predict the reactants needed to synthesize it. (2) Given the product [CH:12]([C:2]1[CH:11]=[CH:10][C:9]2[C:7](=[O:8])[O:6][CH2:5][C:4]=2[CH:3]=1)=[CH2:13], predict the reactants needed to synthesize it. The reactants are: Br[C:2]1[CH:3]=[C:4]2[C:9](=[CH:10][CH:11]=1)[C:7](=[O:8])[O:6][CH2:5]2.[CH2:12](O)[CH3:13]. (3) Given the product [NH2:1][C:4]1[CH:5]=[C:6]([C:14]([OH:16])=[O:15])[C:7](=[CH:12][CH:13]=1)[CH2:8][C:9]([OH:11])=[O:10], predict the reactants needed to synthesize it. The reactants are: [N+:1]([C:4]1[CH:5]=[C:6]([C:14]([OH:16])=[O:15])[C:7](=[CH:12][CH:13]=1)[CH2:8][C:9]([OH:11])=[O:10])([O-])=O.[H][H].[K+].[Br-].